Dataset: NCI-60 drug combinations with 297,098 pairs across 59 cell lines. Task: Regression. Given two drug SMILES strings and cell line genomic features, predict the synergy score measuring deviation from expected non-interaction effect. (1) Drug 1: CC1=C2C(C(=O)C3(C(CC4C(C3C(C(C2(C)C)(CC1OC(=O)C(C(C5=CC=CC=C5)NC(=O)OC(C)(C)C)O)O)OC(=O)C6=CC=CC=C6)(CO4)OC(=O)C)OC)C)OC. Drug 2: CC1CCC2CC(C(=CC=CC=CC(CC(C(=O)C(C(C(=CC(C(=O)CC(OC(=O)C3CCCCN3C(=O)C(=O)C1(O2)O)C(C)CC4CCC(C(C4)OC)O)C)C)O)OC)C)C)C)OC. Cell line: NCI-H322M. Synergy scores: CSS=59.8, Synergy_ZIP=13.7, Synergy_Bliss=13.0, Synergy_Loewe=16.6, Synergy_HSA=17.9. (2) Drug 1: CC1=CC=C(C=C1)C2=CC(=NN2C3=CC=C(C=C3)S(=O)(=O)N)C(F)(F)F. Drug 2: CCN(CC)CCNC(=O)C1=C(NC(=C1C)C=C2C3=C(C=CC(=C3)F)NC2=O)C. Cell line: A549. Synergy scores: CSS=-1.72, Synergy_ZIP=0.916, Synergy_Bliss=1.46, Synergy_Loewe=-2.81, Synergy_HSA=-3.29. (3) Drug 1: CC1OCC2C(O1)C(C(C(O2)OC3C4COC(=O)C4C(C5=CC6=C(C=C35)OCO6)C7=CC(=C(C(=C7)OC)O)OC)O)O. Drug 2: C1C(C(OC1N2C=NC(=NC2=O)N)CO)O. Cell line: NCI-H460. Synergy scores: CSS=41.3, Synergy_ZIP=-0.942, Synergy_Bliss=-0.980, Synergy_Loewe=-7.59, Synergy_HSA=1.12. (4) Drug 1: COC1=C(C=C2C(=C1)N=CN=C2NC3=CC(=C(C=C3)F)Cl)OCCCN4CCOCC4. Drug 2: CC1=C(C=C(C=C1)C(=O)NC2=CC(=CC(=C2)C(F)(F)F)N3C=C(N=C3)C)NC4=NC=CC(=N4)C5=CN=CC=C5. Cell line: TK-10. Synergy scores: CSS=28.8, Synergy_ZIP=-0.982, Synergy_Bliss=-1.28, Synergy_Loewe=-5.31, Synergy_HSA=-0.701. (5) Drug 1: CC1=C2C(C(=O)C3(C(CC4C(C3C(C(C2(C)C)(CC1OC(=O)C(C(C5=CC=CC=C5)NC(=O)C6=CC=CC=C6)O)O)OC(=O)C7=CC=CC=C7)(CO4)OC(=O)C)O)C)OC(=O)C. Drug 2: CN1C(=O)N2C=NC(=C2N=N1)C(=O)N. Cell line: T-47D. Synergy scores: CSS=28.0, Synergy_ZIP=8.95, Synergy_Bliss=3.96, Synergy_Loewe=-34.2, Synergy_HSA=-5.82. (6) Drug 1: C1=C(C(=O)NC(=O)N1)F. Drug 2: CCC(=C(C1=CC=CC=C1)C2=CC=C(C=C2)OCCN(C)C)C3=CC=CC=C3.C(C(=O)O)C(CC(=O)O)(C(=O)O)O. Cell line: HCC-2998. Synergy scores: CSS=19.7, Synergy_ZIP=-5.45, Synergy_Bliss=-11.3, Synergy_Loewe=-12.6, Synergy_HSA=-12.2. (7) Drug 1: C1=CN(C(=O)N=C1N)C2C(C(C(O2)CO)O)O.Cl. Drug 2: CCC1=C2CN3C(=CC4=C(C3=O)COC(=O)C4(CC)O)C2=NC5=C1C=C(C=C5)O. Cell line: SF-295. Synergy scores: CSS=29.6, Synergy_ZIP=-7.41, Synergy_Bliss=-2.36, Synergy_Loewe=-23.6, Synergy_HSA=0.139. (8) Drug 1: C1=NC2=C(N=C(N=C2N1C3C(C(C(O3)CO)O)O)F)N. Drug 2: C(CN)CNCCSP(=O)(O)O. Cell line: CAKI-1. Synergy scores: CSS=20.5, Synergy_ZIP=-7.19, Synergy_Bliss=-2.22, Synergy_Loewe=-28.5, Synergy_HSA=-3.22.